This data is from Peptide-MHC class I binding affinity with 185,985 pairs from IEDB/IMGT. The task is: Regression. Given a peptide amino acid sequence and an MHC pseudo amino acid sequence, predict their binding affinity value. This is MHC class I binding data. (1) The peptide sequence is SFSNTIQSY. The MHC is HLA-A68:01 with pseudo-sequence HLA-A68:01. The binding affinity (normalized) is 0.145. (2) The peptide sequence is KDTWLDARM. The MHC is HLA-A02:03 with pseudo-sequence HLA-A02:03. The binding affinity (normalized) is 0. (3) The peptide sequence is HYSYRLWHY. The MHC is HLA-A24:02 with pseudo-sequence HLA-A24:02. The binding affinity (normalized) is 0.135. (4) The peptide sequence is VIKLVKSLV. The MHC is HLA-A02:02 with pseudo-sequence HLA-A02:02. The binding affinity (normalized) is 0.359. (5) The peptide sequence is LTHSINSLI. The MHC is HLA-A29:02 with pseudo-sequence HLA-A29:02. The binding affinity (normalized) is 0.0790. (6) The peptide sequence is FMYEDALKS. The MHC is HLA-A02:06 with pseudo-sequence HLA-A02:06. The binding affinity (normalized) is 0.661. (7) The peptide sequence is RHYSASFKK. The MHC is HLA-B07:02 with pseudo-sequence HLA-B07:02. The binding affinity (normalized) is 0.0847. (8) The peptide sequence is QLVESGGGL. The MHC is HLA-A29:02 with pseudo-sequence HLA-A29:02. The binding affinity (normalized) is 0.0573. (9) The peptide sequence is FPVKPQVPLR. The MHC is HLA-A68:02 with pseudo-sequence HLA-A68:02. The binding affinity (normalized) is 0.